The task is: Regression. Given two drug SMILES strings and cell line genomic features, predict the synergy score measuring deviation from expected non-interaction effect.. This data is from NCI-60 drug combinations with 297,098 pairs across 59 cell lines. Drug 1: CC(CN1CC(=O)NC(=O)C1)N2CC(=O)NC(=O)C2. Drug 2: C1CC(=O)NC(=O)C1N2C(=O)C3=CC=CC=C3C2=O. Cell line: TK-10. Synergy scores: CSS=18.0, Synergy_ZIP=-4.01, Synergy_Bliss=4.39, Synergy_Loewe=5.12, Synergy_HSA=5.42.